This data is from Aqueous solubility values for 9,982 compounds from the AqSolDB database. The task is: Regression/Classification. Given a drug SMILES string, predict its absorption, distribution, metabolism, or excretion properties. Task type varies by dataset: regression for continuous measurements (e.g., permeability, clearance, half-life) or binary classification for categorical outcomes (e.g., BBB penetration, CYP inhibition). For this dataset (solubility_aqsoldb), we predict Y. (1) The compound is CCc1occc(=O)c1O. The Y is -1.18 log mol/L. (2) The molecule is O=[Cr]O[Cr]=O. The Y is -7.69 log mol/L. (3) The drug is CCCCC(=O)n1c(=O)[nH]cc(F)c1=O. The Y is -2.30 log mol/L. (4) The molecule is CCCCCCC(CO[N+](=O)O)O[N+](=O)O. The Y is -4.33 log mol/L. (5) The molecule is O=c1nc(-c2ccccc2)oc2ccccc12. The Y is -4.61 log mol/L.